Dataset: NCI-60 drug combinations with 297,098 pairs across 59 cell lines. Task: Regression. Given two drug SMILES strings and cell line genomic features, predict the synergy score measuring deviation from expected non-interaction effect. (1) Drug 1: COC1=C(C=C2C(=C1)N=CN=C2NC3=CC(=C(C=C3)F)Cl)OCCCN4CCOCC4. Drug 2: CC1C(C(CC(O1)OC2CC(CC3=C2C(=C4C(=C3O)C(=O)C5=C(C4=O)C(=CC=C5)OC)O)(C(=O)C)O)N)O.Cl. Cell line: RPMI-8226. Synergy scores: CSS=45.1, Synergy_ZIP=3.34, Synergy_Bliss=2.47, Synergy_Loewe=-12.6, Synergy_HSA=4.02. (2) Drug 1: C1C(C(OC1N2C=C(C(=O)NC2=O)F)CO)O. Drug 2: CC1C(C(CC(O1)OC2CC(OC(C2O)C)OC3=CC4=CC5=C(C(=O)C(C(C5)C(C(=O)C(C(C)O)O)OC)OC6CC(C(C(O6)C)O)OC7CC(C(C(O7)C)O)OC8CC(C(C(O8)C)O)(C)O)C(=C4C(=C3C)O)O)O)O. Cell line: IGROV1. Synergy scores: CSS=18.4, Synergy_ZIP=-1.30, Synergy_Bliss=-0.903, Synergy_Loewe=-1.64, Synergy_HSA=-0.747.